Dataset: Full USPTO retrosynthesis dataset with 1.9M reactions from patents (1976-2016). Task: Predict the reactants needed to synthesize the given product. Given the product [CH3:11][NH:12][CH2:2]/[CH:3]=[CH:4]/[C:5]#[C:6][C:7]([CH3:10])([CH3:9])[CH3:8], predict the reactants needed to synthesize it. The reactants are: Cl[CH2:2][CH:3]=[CH:4][C:5]#[C:6][C:7]([CH3:10])([CH3:9])[CH3:8].[CH3:11][NH2:12].